This data is from Catalyst prediction with 721,799 reactions and 888 catalyst types from USPTO. The task is: Predict which catalyst facilitates the given reaction. (1) Reactant: Cl.[OH:2][CH2:3][CH:4]([NH:7][C:8](=[O:26])[C:9]1[CH:14]=[CH:13][C:12]([O:15][CH2:16][CH2:17][CH2:18][CH:19]2[CH2:24][CH2:23][NH:22][CH2:21][CH2:20]2)=[N:11][C:10]=1[CH3:25])[CH2:5][OH:6].[Cl:27][C:28]1[CH:29]=[CH:30][C:31](F)=[N:32][CH:33]=1.C1CCN2C(=NCCC2)CC1. Product: [Cl:27][C:28]1[CH:29]=[CH:30][C:31]([N:22]2[CH2:23][CH2:24][CH:19]([CH2:18][CH2:17][CH2:16][O:15][C:12]3[CH:13]=[CH:14][C:9]([C:8]([NH:7][CH:4]([CH2:5][OH:6])[CH2:3][OH:2])=[O:26])=[C:10]([CH3:25])[N:11]=3)[CH2:20][CH2:21]2)=[N:32][CH:33]=1. The catalyst class is: 197. (2) Reactant: [NH2:1][C:2]1[CH:3]=[C:4]([CH:8]([N:10]2[C:14]3[CH:15]=[C:16]([F:20])[C:17]([F:19])=[CH:18][C:13]=3[O:12][C:11]2=[O:21])[CH3:9])[CH:5]=[CH:6][CH:7]=1.[CH3:22][N:23]1[CH2:28][CH2:27][N:26]([CH2:29][CH2:30][OH:31])[CH2:25][CH2:24]1.CN1CC[O:36][CH2:35]C1.C(=O)(OC(Cl)(Cl)Cl)OC(Cl)(Cl)Cl. Product: [F:20][C:16]1[C:17]([F:19])=[CH:18][C:13]2[O:12][C:11](=[O:21])[N:10]([CH:8]([C:4]3[CH:3]=[C:2]([NH:1][C:35](=[O:36])[O:31][CH2:30][CH2:29][N:26]4[CH2:27][CH2:28][N:23]([CH3:22])[CH2:24][CH2:25]4)[CH:7]=[CH:6][CH:5]=3)[CH3:9])[C:14]=2[CH:15]=1. The catalyst class is: 4. (3) Reactant: [C:1]([O:5][C:6]([NH:8][C:9]1[CH:14]=[C:13](/[CH:15]=[CH:16]\[C:17]([F:20])([F:19])[F:18])[N:12]=[C:11]([C:21]([O:23][CH3:24])=[O:22])[C:10]=1Cl)=[O:7])([CH3:4])([CH3:3])[CH3:2]. Product: [C:1]([O:5][C:6]([NH:8][C:9]1[CH:14]=[C:13]([CH2:15][CH2:16][C:17]([F:20])([F:18])[F:19])[N:12]=[C:11]([C:21]([O:23][CH3:24])=[O:22])[CH:10]=1)=[O:7])([CH3:3])([CH3:4])[CH3:2]. The catalyst class is: 19.